This data is from NCI-60 drug combinations with 297,098 pairs across 59 cell lines. The task is: Regression. Given two drug SMILES strings and cell line genomic features, predict the synergy score measuring deviation from expected non-interaction effect. (1) Drug 1: COC1=C(C=C2C(=C1)N=CN=C2NC3=CC(=C(C=C3)F)Cl)OCCCN4CCOCC4. Drug 2: C1=NC(=NC(=O)N1C2C(C(C(O2)CO)O)O)N. Cell line: RPMI-8226. Synergy scores: CSS=44.3, Synergy_ZIP=13.6, Synergy_Bliss=15.6, Synergy_Loewe=7.69, Synergy_HSA=16.3. (2) Drug 1: C(=O)(N)NO. Drug 2: CN(CCCl)CCCl.Cl. Cell line: NCI-H460. Synergy scores: CSS=41.6, Synergy_ZIP=2.01, Synergy_Bliss=-1.40, Synergy_Loewe=-34.8, Synergy_HSA=-3.93. (3) Drug 1: C1=CN(C(=O)N=C1N)C2C(C(C(O2)CO)O)O.Cl. Drug 2: CCC(=C(C1=CC=CC=C1)C2=CC=C(C=C2)OCCN(C)C)C3=CC=CC=C3.C(C(=O)O)C(CC(=O)O)(C(=O)O)O. Cell line: SK-OV-3. Synergy scores: CSS=31.0, Synergy_ZIP=-4.80, Synergy_Bliss=-2.51, Synergy_Loewe=-27.5, Synergy_HSA=-1.15. (4) Synergy scores: CSS=8.55, Synergy_ZIP=-9.50, Synergy_Bliss=-9.86, Synergy_Loewe=-11.5, Synergy_HSA=-10.7. Drug 2: C(CC(=O)O)C(=O)CN.Cl. Drug 1: CC12CCC(CC1=CCC3C2CCC4(C3CC=C4C5=CN=CC=C5)C)O. Cell line: MOLT-4. (5) Drug 1: CCN(CC)CCNC(=O)C1=C(NC(=C1C)C=C2C3=C(C=CC(=C3)F)NC2=O)C. Drug 2: CN(CCCl)CCCl.Cl. Cell line: MDA-MB-231. Synergy scores: CSS=7.28, Synergy_ZIP=-2.85, Synergy_Bliss=3.46, Synergy_Loewe=-4.80, Synergy_HSA=0.248. (6) Drug 1: CC1=C2C(C(=O)C3(C(CC4C(C3C(C(C2(C)C)(CC1OC(=O)C(C(C5=CC=CC=C5)NC(=O)C6=CC=CC=C6)O)O)OC(=O)C7=CC=CC=C7)(CO4)OC(=O)C)O)C)OC(=O)C. Drug 2: CC1CC(C(C(C=C(C(C(C=CC=C(C(=O)NC2=CC(=O)C(=C(C1)C2=O)OC)C)OC)OC(=O)N)C)C)O)OC. Cell line: UACC62. Synergy scores: CSS=64.1, Synergy_ZIP=-1.02, Synergy_Bliss=-2.67, Synergy_Loewe=-0.116, Synergy_HSA=2.77. (7) Drug 1: CCC1=CC2CC(C3=C(CN(C2)C1)C4=CC=CC=C4N3)(C5=C(C=C6C(=C5)C78CCN9C7C(C=CC9)(C(C(C8N6C)(C(=O)OC)O)OC(=O)C)CC)OC)C(=O)OC.C(C(C(=O)O)O)(C(=O)O)O. Drug 2: CC1CCC2CC(C(=CC=CC=CC(CC(C(=O)C(C(C(=CC(C(=O)CC(OC(=O)C3CCCCN3C(=O)C(=O)C1(O2)O)C(C)CC4CCC(C(C4)OC)OCCO)C)C)O)OC)C)C)C)OC. Cell line: MDA-MB-435. Synergy scores: CSS=65.7, Synergy_ZIP=4.51, Synergy_Bliss=6.63, Synergy_Loewe=1.73, Synergy_HSA=8.33.